Dataset: Reaction yield outcomes from USPTO patents with 853,638 reactions. Task: Predict the reaction yield, written as a fraction of the theoretical maximum amount of product (1.0 means a 100% yield; for example, 0.34 means a 34% yield). (1) The reactants are CC([N:5]([C@@H:9]([CH3:29])[C:10]([NH:12][C@@H:13]([CH2:27][CH3:28])/[CH:14]=[CH:15]/[C:16]([N:18]1[CH2:26][C:25]2[C:20](=[CH:21][CH:22]=[CH:23][CH:24]=2)[CH2:19]1)=[O:17])=[O:11])C(=O)[O-])(C)C.[C:30]([OH:36])([C:32]([F:35])([F:34])[F:33])=[O:31]. The catalyst is C(Cl)Cl. The product is [F:33][C:32]([F:35])([F:34])[C:30]([OH:36])=[O:31].[CH2:19]1[C:20]2[C:25](=[CH:24][CH:23]=[CH:22][CH:21]=2)[CH2:26][N:18]1[C:16](=[O:17])/[CH:15]=[CH:14]/[C@@H:13]([NH:12][C:10](=[O:11])[C@H:9]([CH3:29])[NH2:5])[CH2:27][CH3:28]. The yield is 0.810. (2) The reactants are [C:1]([O:5][C:6](=[O:27])[NH:7][CH2:8][CH2:9][C:10]1[CH:15]=[CH:14][C:13]([O:16][C:17]2[CH:22]=[CH:21][CH:20]=[C:19]([C:23]([F:26])([F:25])[F:24])[CH:18]=2)=[CH:12][CH:11]=1)([CH3:4])([CH3:3])[CH3:2].[CH3:28]I. The catalyst is C1COCC1.[H-].[Na+]. The product is [C:1]([O:5][C:6](=[O:27])[N:7]([CH3:28])[CH2:8][CH2:9][C:10]1[CH:15]=[CH:14][C:13]([O:16][C:17]2[CH:22]=[CH:21][CH:20]=[C:19]([C:23]([F:25])([F:26])[F:24])[CH:18]=2)=[CH:12][CH:11]=1)([CH3:4])([CH3:2])[CH3:3]. The yield is 0.780.